This data is from Peptide-MHC class I binding affinity with 185,985 pairs from IEDB/IMGT. The task is: Regression. Given a peptide amino acid sequence and an MHC pseudo amino acid sequence, predict their binding affinity value. This is MHC class I binding data. (1) The peptide sequence is KRFLNGAKY. The MHC is HLA-B48:01 with pseudo-sequence HLA-B48:01. The binding affinity (normalized) is 0.0847. (2) The peptide sequence is TQGYFPDWQNY. The MHC is HLA-B44:03 with pseudo-sequence HLA-B44:03. The binding affinity (normalized) is 0.277. (3) The MHC is HLA-B53:01 with pseudo-sequence HLA-B53:01. The peptide sequence is NPNCLEWLRA. The binding affinity (normalized) is 0.295.